From a dataset of Full USPTO retrosynthesis dataset with 1.9M reactions from patents (1976-2016). Predict the reactants needed to synthesize the given product. (1) Given the product [CH3:1][C:2]1[CH:3]=[CH:4][C:5]2[C:6]([CH:7]=1)=[C:26]1[C:27](=[C:32]([NH2:33])[N:8]=2)[N:28]=[CH:29][CH:30]=[CH:31]1, predict the reactants needed to synthesize it. The reactants are: [CH3:1][C:2]1[CH:7]=[CH:6][C:5]([NH:8]C(=O)OC(C)(C)C)=[C:4](B2OC(C)(C)C(C)(C)O2)[CH:3]=1.Br[C:26]1[C:27]([C:32]#[N:33])=[N:28][CH:29]=[CH:30][CH:31]=1.C(=O)([O-])[O-].[K+].[K+]. (2) Given the product [Cl:6][C:7]1[CH:8]=[C:9]2[C:25](=[CH:26][CH:27]=1)[C:13]1[N:14]=[C:15]([C:17]3[C:22]([C:4]#[N:2])=[CH:21][CH:20]=[CH:19][C:18]=3[C:31]#[N:32])[NH:16][C:12]=1[C:11]1[S:28][CH:29]=[CH:30][C:10]2=1, predict the reactants needed to synthesize it. The reactants are: C[N:2]([CH:4]=O)C.[Cl:6][C:7]1[CH:8]=[C:9]2[C:25](=[CH:26][CH:27]=1)[C:13]1[N:14]=[C:15]([C:17]3[C:22](Br)=[CH:21][CH:20]=[CH:19][C:18]=3Br)[NH:16][C:12]=1[C:11]1[S:28][CH:29]=[CH:30][C:10]2=1.[C:31]([Cu])#[N:32]. (3) Given the product [N:10]1[C:11]2[C:6](=[CH:5][CH:4]=[CH:3][C:2]=2[C:17](=[O:19])[CH3:18])[CH:7]=[CH:8][CH:9]=1, predict the reactants needed to synthesize it. The reactants are: Br[C:2]1[CH:3]=[CH:4][CH:5]=[C:6]2[C:11]=1[N:10]=[CH:9][CH:8]=[CH:7]2.C([Sn](CCCC)(CCCC)[C:17]([O:19]CC)=[CH2:18])CCC. (4) Given the product [Cl:1][C:2]1[CH:3]=[C:4]2[C:9](=[CH:10][CH:11]=1)[N:8]=[C:7]([CH3:12])[C:6]([CH3:13])=[C:5]2[N:14]1[C:22]2[C:17](=[CH:18][CH:19]=[C:20]([C:37]3[CH:38]=[CH:39][N:34]=[CH:35][CH:36]=3)[CH:21]=2)[C:16]([CH3:25])([CH3:24])[CH2:15]1, predict the reactants needed to synthesize it. The reactants are: [Cl:1][C:2]1[CH:3]=[C:4]2[C:9](=[CH:10][CH:11]=1)[N:8]=[C:7]([CH3:12])[C:6]([CH3:13])=[C:5]2[N:14]1[C:22]2[C:17](=[CH:18][CH:19]=[C:20](I)[CH:21]=2)[C:16]([CH3:25])([CH3:24])[CH2:15]1.OC(C(O)(C)C)(C)C.[N:34]1[CH:39]=[CH:38][C:37](B(O)O)=[CH:36][CH:35]=1. (5) Given the product [Cl:13][C:14]1[N:15]=[CH:16][C:17]([N:1]2[CH2:4][CH:3]([NH:5][C:6](=[O:12])[O:7][C:8]([CH3:9])([CH3:11])[CH3:10])[CH2:2]2)=[CH:18][CH:19]=1, predict the reactants needed to synthesize it. The reactants are: [NH:1]1[CH2:4][CH:3]([NH:5][C:6](=[O:12])[O:7][C:8]([CH3:11])([CH3:10])[CH3:9])[CH2:2]1.[Cl:13][C:14]1[CH:19]=[CH:18][C:17](I)=[CH:16][N:15]=1. (6) Given the product [CH3:30][N:7]([CH3:6])[C:8]([C:10]1[CH:19]=[C:18]2[C:13]([CH:14]=[C:15]([NH:21][C:22]3[CH:26]=[C:25]([CH3:27])[NH:24][N:23]=3)[N:16]=[C:17]2[O:5][CH:1]2[CH2:4][CH2:3][CH2:2]2)=[CH:12][C:11]=1[O:28][CH3:29])=[O:9], predict the reactants needed to synthesize it. The reactants are: [CH:1]1([OH:5])[CH2:4][CH2:3][CH2:2]1.[CH3:6][N:7]([CH3:30])[C:8]([C:10]1[CH:19]=[C:18]2[C:13]([CH:14]=[C:15]([NH:21][C:22]3[CH:26]=[C:25]([CH3:27])[NH:24][N:23]=3)[N:16]=[C:17]2Cl)=[CH:12][C:11]=1[O:28][CH3:29])=[O:9]. (7) Given the product [CH3:45][O:46][C:47](=[O:66])[C@:48]([NH:65][C:36]([CH:20]1[CH2:19][C:18]2[CH:17]=[C:16]3[C:25]([O:26][C@@H:13]([C:10]4[CH:9]=[CH:8][C:7]([O:6][CH2:5][C:4]5[CH:41]=[CH:42][C:43]([Cl:44])=[C:2]([Cl:1])[CH:3]=5)=[CH:12][CH:11]=4)[C:14](=[O:40])[N:15]3[CH3:39])=[CH:24][C:23]=2[CH2:22][N:21]1[C@H:27]([C:30]1[CH:35]=[CH:34][CH:33]=[CH:32][CH:31]=1)[CH2:28][CH3:29])=[O:37])([CH3:64])[CH2:49][C:50]1[CH:55]=[CH:54][C:53]([C:56]2[CH:61]=[CH:60][C:59]([C:62]#[N:63])=[CH:58][CH:57]=2)=[CH:52][CH:51]=1, predict the reactants needed to synthesize it. The reactants are: [Cl:1][C:2]1[CH:3]=[C:4]([CH:41]=[CH:42][C:43]=1[Cl:44])[CH2:5][O:6][C:7]1[CH:12]=[CH:11][C:10]([C@@H:13]2[O:26][C:25]3[C:16](=[CH:17][C:18]4[CH2:19][CH:20]([C:36](O)=[O:37])[N:21]([C@H:27]([C:30]5[CH:35]=[CH:34][CH:33]=[CH:32][CH:31]=5)[CH2:28][CH3:29])[CH2:22][C:23]=4[CH:24]=3)[N:15]([CH3:39])[C:14]2=[O:40])=[CH:9][CH:8]=1.[CH3:45][O:46][C:47](=[O:66])[C@:48]([NH2:65])([CH3:64])[CH2:49][C:50]1[CH:55]=[CH:54][C:53]([C:56]2[CH:61]=[CH:60][C:59]([C:62]#[N:63])=[CH:58][CH:57]=2)=[CH:52][CH:51]=1. (8) Given the product [ClH:29].[NH2:1][CH2:4][C:5]([NH:7][C:8]1[CH:16]=[CH:15][CH:14]=[C:13]2[C:9]=1[C:10](=[O:27])[N:11]([C:18]1([CH3:26])[CH2:23][CH2:22][C:21](=[O:24])[NH:20][C:19]1=[O:25])[C:12]2=[O:17])=[O:6], predict the reactants needed to synthesize it. The reactants are: [N:1]([CH2:4][C:5]([NH:7][C:8]1[CH:16]=[CH:15][CH:14]=[C:13]2[C:9]=1[C:10](=[O:27])[N:11]([C:18]1([CH3:26])[CH2:23][CH2:22][C:21](=[O:24])[NH:20][C:19]1=[O:25])[C:12]2=[O:17])=[O:6])=[N+]=[N-].O.[ClH:29]. (9) Given the product [F:37][C:25]([F:36])([C:22]1[C:20]2=[N:21][C:16]([C:2]3[S:6][N:5]=[C:4]([CH3:7])[CH:3]=3)=[CH:17][CH:18]=[C:19]2[O:24][N:23]=1)[C:26]1[CH:27]=[C:28]2[C:33](=[CH:34][CH:35]=1)[N:32]=[CH:31][CH:30]=[CH:29]2, predict the reactants needed to synthesize it. The reactants are: Br[C:2]1[S:6][N:5]=[C:4]([CH3:7])[CH:3]=1.[Cl-].[Li+].C([Mg+])(C)C.[Cl-].Cl[C:16]1[N:21]=[C:20]2[C:22]([C:25]([F:37])([F:36])[C:26]3[CH:27]=[C:28]4[C:33](=[CH:34][CH:35]=3)[N:32]=[CH:31][CH:30]=[CH:29]4)=[N:23][O:24][C:19]2=[CH:18][CH:17]=1.CC(N(C)C)=O. (10) The reactants are: [C:1]([O:5][C:6]([N:8]1[CH2:12][C@@H:11]([N:13]=[N+]=[N-])[C@H:10]([O:16][CH3:17])[C@H:9]1[C:18]([O:20]CC1C=CC=CC=1)=O)=[O:7])([CH3:4])([CH3:3])[CH3:2].C([O-])([O-])=O.[Na+].[Na+].[C:34](ON1C(=O)CCC1=O)([O:36][CH2:37][CH:38]1[C:50]2[C:45](=[CH:46][CH:47]=[CH:48][CH:49]=2)[C:44]2[C:39]1=[CH:40][CH:41]=[CH:42][CH:43]=2)=[O:35].[NH4+].[Cl-].[Cl:61][C:62]1[C:63]([F:70])=[C:64]([CH:67]=[CH:68][CH:69]=1)[CH2:65][NH2:66].CN(C(ON1N=NC2C=CC=CC1=2)=[N+](C)C)C.F[P-](F)(F)(F)(F)F.CCN(C(C)C)C(C)C. Given the product [C:1]([O:5][C:6]([N:8]1[CH2:12][C@@H:11]([NH:13][C:34]([O:36][CH2:37][CH:38]2[C:50]3[CH:49]=[CH:48][CH:47]=[CH:46][C:45]=3[C:44]3[C:39]2=[CH:40][CH:41]=[CH:42][CH:43]=3)=[O:35])[C@H:10]([O:16][CH3:17])[C@H:9]1[C:18](=[O:20])[NH:66][CH2:65][C:64]1[CH:67]=[CH:68][CH:69]=[C:62]([Cl:61])[C:63]=1[F:70])=[O:7])([CH3:2])([CH3:3])[CH3:4], predict the reactants needed to synthesize it.